This data is from Peptide-MHC class I binding affinity with 185,985 pairs from IEDB/IMGT. The task is: Regression. Given a peptide amino acid sequence and an MHC pseudo amino acid sequence, predict their binding affinity value. This is MHC class I binding data. (1) The peptide sequence is YRVRNVQTL. The MHC is HLA-B08:03 with pseudo-sequence HLA-B08:03. The binding affinity (normalized) is 0.0847. (2) The MHC is HLA-B44:03 with pseudo-sequence HLA-B44:03. The peptide sequence is QEVVVLGSQE. The binding affinity (normalized) is 0.119. (3) The peptide sequence is RPNRQLGSM. The MHC is HLA-B27:03 with pseudo-sequence HLA-B27:03. The binding affinity (normalized) is 0.0847. (4) The peptide sequence is GEKSRCYSLY. The MHC is HLA-A01:01 with pseudo-sequence HLA-A01:01. The binding affinity (normalized) is 0.0153. (5) The peptide sequence is KVIVRNLNK. The binding affinity (normalized) is 0.966. The MHC is HLA-A30:01 with pseudo-sequence HLA-A30:01.